Task: Predict which catalyst facilitates the given reaction.. Dataset: Catalyst prediction with 721,799 reactions and 888 catalyst types from USPTO (1) Product: [OH:21][C:15]1[CH:20]=[CH:19][C:18]([C:4]23[CH2:13][CH:8]4[CH2:9][CH:10]([CH2:12][C:6]([C:4]5[CH:13]=[CH:8][C:7]([OH:1])=[CH:6][CH:5]=5)([CH2:7]4)[CH2:5]2)[CH2:11]3)=[CH:17][CH:16]=1. Reactant: [OH-:1].[Na+].Br[C:4]12[CH2:13][CH:8]3[CH2:9][CH:10]([CH2:12][C:6](Br)([CH2:7]3)[CH2:5]1)[CH2:11]2.[C:15]1([OH:21])[CH:20]=[CH:19][CH:18]=[CH:17][CH:16]=1.[Br-].[Br-].[Br-].[Al+3]. The catalyst class is: 6. (2) Reactant: [F:1][C:2]1[CH:11]=[C:10]2[C:5]([CH:6]=[CH:7][C:8]([CH3:12])=[N:9]2)=[C:4]([N:13]2[CH2:18][CH2:17][N:16]([CH2:19][CH2:20][C:21]3[C:30]4[O:29][CH2:28][C:27]5=[C:31]([C:34]([O:36]CC)=[O:35])[N:32]=[CH:33][N:26]5[C:25]=4[CH:24]=[CH:23][CH:22]=3)[C@H:15]([CH3:39])[CH2:14]2)[CH:3]=1.[OH-].[Na+]. Product: [F:1][C:2]1[CH:11]=[C:10]2[C:5]([CH:6]=[CH:7][C:8]([CH3:12])=[N:9]2)=[C:4]([N:13]2[CH2:18][CH2:17][N:16]([CH2:19][CH2:20][C:21]3[C:30]4[O:29][CH2:28][C:27]5=[C:31]([C:34]([OH:36])=[O:35])[N:32]=[CH:33][N:26]5[C:25]=4[CH:24]=[CH:23][CH:22]=3)[C@H:15]([CH3:39])[CH2:14]2)[CH:3]=1. The catalyst class is: 5. (3) Reactant: [CH2:1]([CH:7]([CH2:37][CH2:38][CH2:39][CH2:40][CH2:41][CH2:42][CH2:43][CH3:44])[C:8]#[C:9][C:10]1[CH:15]=[C:14]([O:16][CH3:17])[C:13]([C:18]#[C:19][CH:20]([CH2:29][CH2:30][CH2:31][CH2:32][CH2:33][CH3:34])[CH2:21][CH2:22][CH2:23][CH2:24][CH2:25][CH2:26][CH2:27][CH3:28])=[CH:12][C:11]=1[O:35][CH3:36])[CH2:2][CH2:3][CH2:4][CH2:5][CH3:6]. Product: [CH2:1]([CH:7]([CH2:37][CH2:38][CH2:39][CH2:40][CH2:41][CH2:42][CH2:43][CH3:44])[CH2:8][CH2:9][C:10]1[CH:15]=[C:14]([O:16][CH3:17])[C:13]([CH2:18][CH2:19][CH:20]([CH2:29][CH2:30][CH2:31][CH2:32][CH2:33][CH3:34])[CH2:21][CH2:22][CH2:23][CH2:24][CH2:25][CH2:26][CH2:27][CH3:28])=[CH:12][C:11]=1[O:35][CH3:36])[CH2:2][CH2:3][CH2:4][CH2:5][CH3:6]. The catalyst class is: 312. (4) Reactant: [H-].[Al+3].[Li+].[H-].[H-].[H-].[F:7][C:8]1[CH:13]=[CH:12][C:11]([C:14]2([CH:18]3[C:27]4[C:22](=[CH:23][CH:24]=[C:25]([O:28][CH2:29][CH2:30][NH:31][S:32]([CH2:35][CH2:36][CH3:37])(=[O:34])=[O:33])[CH:26]=4)[CH2:21][CH2:20][N:19]3[N:38]=O)[CH2:17][CH2:16][CH2:15]2)=[CH:10][CH:9]=1. Product: [NH2:38][N:19]1[CH2:20][CH2:21][C:22]2[C:27](=[CH:26][C:25]([O:28][CH2:29][CH2:30][NH:31][S:32]([CH2:35][CH2:36][CH3:37])(=[O:34])=[O:33])=[CH:24][CH:23]=2)[CH:18]1[C:14]1([C:11]2[CH:10]=[CH:9][C:8]([F:7])=[CH:13][CH:12]=2)[CH2:15][CH2:16][CH2:17]1. The catalyst class is: 7. (5) Reactant: [CH3:1][O:2][C:3]1[CH:10]=[CH:9][C:6]([CH:7]=O)=[CH:5][CH:4]=1.Cl.[NH2:12][C@@H:13]([C:16]([O:18][CH3:19])=[O:17])[CH2:14][CH3:15].C(O[BH-](OC(=O)C)OC(=O)C)(=O)C.[Na+].C(=O)([O-])[O-].[Na+].[Na+]. Product: [CH3:19][O:18][C:16](=[O:17])[C@H:13]([NH:12][CH2:7][C:6]1[CH:9]=[CH:10][C:3]([O:2][CH3:1])=[CH:4][CH:5]=1)[CH2:14][CH3:15]. The catalyst class is: 2. (6) Reactant: [NH2:1][CH2:2][C@@H:3]1[CH2:8][CH2:7][C@H:6]([NH:9][C:10]2[N:15]=[C:14]([N:16]([CH3:18])[CH3:17])[C:13]([CH3:19])=[CH:12][N:11]=2)[CH2:5][CH2:4]1.[Cl:20][C:21]1[CH:26]=[CH:25][CH:24]=[C:23]([N:27]=[C:28]=[O:29])[C:22]=1[Cl:30].O.Cl. Product: [ClH:20].[Cl:30][C:22]1[C:21]([Cl:20])=[CH:26][CH:25]=[CH:24][C:23]=1[NH:27][C:28]([NH:1][CH2:2][C@H:3]1[CH2:4][CH2:5][C@@H:6]([NH:9][C:10]2[N:15]=[C:14]([N:16]([CH3:18])[CH3:17])[C:13]([CH3:19])=[CH:12][N:11]=2)[CH2:7][CH2:8]1)=[O:29]. The catalyst class is: 197.